Dataset: Tyrosyl-DNA phosphodiesterase HTS with 341,365 compounds. Task: Binary Classification. Given a drug SMILES string, predict its activity (active/inactive) in a high-throughput screening assay against a specified biological target. (1) The molecule is S(=O)(=O)(N(CC)CC)c1cc2c(c(oc2cc1)C(=O)N1CCc2c(C1)cccc2)C. The result is 0 (inactive). (2) The molecule is S(c1n(CCCC)c2c(n(c(=O)n(c2=O)C)C)n1)CC(OC)=O. The result is 0 (inactive). (3) The compound is Brc1c(N\C=C2\c3c(C=CC2=O)cccc3)cccc1. The result is 0 (inactive). (4) The compound is Oc1cc2CC(N(CCC)CCC)CCc2cc1. The result is 0 (inactive). (5) The compound is S(=O)(=O)(N1CCC(CC1)C)c1cc2c(nc(Nc3cc(OC)ccc3)cc2)cc1. The result is 0 (inactive). (6) The molecule is O1C(OCC1)(C1C2(C(C3C(C4(C(=CC3)CC(OC(=O)C)CC4)C)CC2)CC1)C)C. The result is 0 (inactive). (7) The molecule is FC(F)(F)c1cc(N\C(=C2\C(=O)N(CC=C)C(=O)NC2=O)CC)ccc1. The result is 0 (inactive). (8) The molecule is o1nc(c([N+]([O-])=O)c1/C=C\Nc1c(cccc1C)C)C. The result is 0 (inactive). (9) The result is 0 (inactive). The molecule is O=C1N(C(=O)CC1Cc1cc(ccc1)C)CCc1cc(OC)c(OC)cc1.